Dataset: Forward reaction prediction with 1.9M reactions from USPTO patents (1976-2016). Task: Predict the product of the given reaction. The product is: [C:19]([NH:18][C:17]([C:16]1[C:11]2[C:10]([CH3:25])=[CH:9][NH:8][C:12]=2[C:13]([NH:29][C:28]2[CH:30]=[CH:31][C:32]([F:34])=[CH:33][C:27]=2[F:26])=[N:14][CH:15]=1)=[O:23])([CH3:20])([CH3:21])[CH3:22]. Given the reactants C(OC([N:8]1[C:12]2=[C:13](Cl)[N:14]=[CH:15][C:16]([C:17](=[O:23])[NH:18][C:19]([CH3:22])([CH3:21])[CH3:20])=[C:11]2[C:10]([CH3:25])=[CH:9]1)=O)(C)(C)C.[F:26][C:27]1[CH:33]=[C:32]([F:34])[CH:31]=[CH:30][C:28]=1[NH2:29].CO, predict the reaction product.